This data is from Reaction yield outcomes from USPTO patents with 853,638 reactions. The task is: Predict the reaction yield, written as a fraction of the theoretical maximum amount of product (1.0 means a 100% yield; for example, 0.34 means a 34% yield). (1) The reactants are [CH:1]([C:4]1[S:8][C:7]([CH3:9])=[N:6][C:5]=1[C:10]1[CH:30]=[CH:29][C:13]([O:14][CH2:15][CH2:16][CH2:17][CH2:18][CH2:19][O:20][C:21]2[CH:28]=[CH:27][C:24]([C:25]#[N:26])=[CH:23][CH:22]=2)=[CH:12][CH:11]=1)([CH3:3])[CH3:2].C(O)C.Cl.[NH2:35][OH:36].C(N(CC)CC)C. The catalyst is O. The product is [OH:36][NH:35][C:25](=[NH:26])[C:24]1[CH:23]=[CH:22][C:21]([O:20][CH2:19][CH2:18][CH2:17][CH2:16][CH2:15][O:14][C:13]2[CH:29]=[CH:30][C:10]([C:5]3[N:6]=[C:7]([CH3:9])[S:8][C:4]=3[CH:1]([CH3:2])[CH3:3])=[CH:11][CH:12]=2)=[CH:28][CH:27]=1. The yield is 0.950. (2) The reactants are [Cl:1][C:2]1[C:10]([C:11]#[N:12])=[CH:9][CH:8]=[C:7]2[C:3]=1[CH:4]=[C:5]([CH:13]([F:15])[F:14])[NH:6]2.C([O-])([O-])=O.[Cs+].[Cs+].[CH3:22][S:23]([C:26]1[CH:31]=[CH:30][C:29]([O:32][CH2:33][CH2:34]Br)=[CH:28][CH:27]=1)(=[O:25])=[O:24]. The catalyst is CC#N. The product is [Cl:1][C:2]1[C:10]([C:11]#[N:12])=[CH:9][CH:8]=[C:7]2[C:3]=1[CH:4]=[C:5]([CH:13]([F:14])[F:15])[N:6]2[CH2:34][CH2:33][O:32][C:29]1[CH:28]=[CH:27][C:26]([S:23]([CH3:22])(=[O:25])=[O:24])=[CH:31][CH:30]=1. The yield is 0.610. (3) The reactants are [CH3:1][NH:2][C:3]([C:5]1[C:10](Cl)=[N:9][CH:8]=[CH:7][N:6]=1)=[O:4].[NH:12]1[CH2:15][CH:14]([C:16]2[NH:20][C:19]3[CH:21]=[CH:22][C:23]([Cl:25])=[CH:24][C:18]=3[N:17]=2)[CH2:13]1.C([O-])([O-])=O.[K+].[K+]. The catalyst is CN(C=O)C.O. The product is [CH3:1][NH:2][C:3]([C:5]1[C:10]([N:12]2[CH2:15][CH:14]([C:16]3[NH:20][C:19]4[CH:21]=[CH:22][C:23]([Cl:25])=[CH:24][C:18]=4[N:17]=3)[CH2:13]2)=[N:9][CH:8]=[CH:7][N:6]=1)=[O:4]. The yield is 0.440. (4) The reactants are Cl[C:2]1[N:11]=[C:10]([NH:12][CH2:13][CH:14]([C:23]2([OH:29])[CH2:28][CH2:27][CH2:26][CH2:25][CH2:24]2)[C:15]2[CH:20]=[CH:19][C:18]([O:21][CH3:22])=[CH:17][CH:16]=2)[C:9]2[C:4](=[CH:5][CH:6]=[CH:7][CH:8]=2)[N:3]=1.[N:30]1[CH:31]=[CH:32][N:33]2[CH:38]=[C:37](B(O)O)[CH:36]=[CH:35][C:34]=12.N1C=CN2C=C(C3N=C(NCC(C4C=CC=CC=4)C4NC=CC=4)C4C(=CC=CC=4)N=3)C=CC=12. The catalyst is C(Cl)Cl.CO. The product is [N:30]1[CH:31]=[CH:32][N:33]2[CH:38]=[C:37]([C:2]3[N:11]=[C:10]([NH:12][CH2:13][CH:14]([C:23]4([OH:29])[CH2:28][CH2:27][CH2:26][CH2:25][CH2:24]4)[C:15]4[CH:20]=[CH:19][C:18]([O:21][CH3:22])=[CH:17][CH:16]=4)[C:9]4[C:4](=[CH:5][CH:6]=[CH:7][CH:8]=4)[N:3]=3)[CH:36]=[CH:35][C:34]=12. The yield is 0.520. (5) The reactants are [CH2:1]([NH2:13])[CH2:2][CH2:3][CH2:4][CH2:5][CH2:6][CH2:7][CH2:8][CH2:9][CH2:10][CH2:11][CH3:12].[ClH:14]. The catalyst is CO. The product is [ClH:14].[CH2:1]([NH2:13])[CH2:2][CH2:3][CH2:4][CH2:5][CH2:6][CH2:7][CH2:8][CH2:9][CH2:10][CH2:11][CH3:12]. The yield is 0.850. (6) The reactants are C[N:2](C)/[CH:3]=[CH:4]/[C:5]([C:7]1[S:8][CH:9]=[CH:10][C:11]=1[NH:12][C:13](=[O:25])[CH2:14][C:15]1[C:24]2[C:19](=[CH:20][CH:21]=[CH:22][CH:23]=2)[CH:18]=[CH:17][CH:16]=1)=O.O.[NH2:28]N.C(O)(=O)C. The catalyst is C(O)C. The product is [NH:2]1[CH:3]=[CH:4][C:5]([C:7]2[S:8][CH:9]=[CH:10][C:11]=2[NH:12][C:13](=[O:25])[CH2:14][C:15]2[C:24]3[C:19](=[CH:20][CH:21]=[CH:22][CH:23]=3)[CH:18]=[CH:17][CH:16]=2)=[N:28]1. The yield is 0.300. (7) The reactants are [Cl:1][C:2]1[N:7]=[C:6](Cl)[CH:5]=[C:4]([CH3:9])[N:3]=1.[CH3:10][NH:11][CH2:12][CH2:13][OH:14]. No catalyst specified. The product is [Cl:1][C:2]1[N:7]=[C:6]([N:11]([CH3:10])[CH2:12][CH2:13][OH:14])[CH:5]=[C:4]([CH3:9])[N:3]=1. The yield is 0.610. (8) The reactants are [Br:1][C:2]1[CH:10]=[CH:9][C:5]([C:6]([OH:8])=O)=[CH:4][C:3]=1[F:11].[NH:12]1[CH2:17][CH2:16][O:15][CH2:14][CH2:13]1.C(N1CCOCC1)C.C1C=CC2N(O)N=NC=2C=1.C(Cl)CCl. The catalyst is CN(C=O)C. The product is [Br:1][C:2]1[CH:10]=[CH:9][C:5]([C:6]([N:12]2[CH2:17][CH2:16][O:15][CH2:14][CH2:13]2)=[O:8])=[CH:4][C:3]=1[F:11]. The yield is 0.980. (9) The product is [CH3:13][O:12][C:10](=[O:11])[CH2:9][CH:5]([C:6]1[CH:7]=[CH:14][C:15]([C:18]([F:20])([F:21])[F:19])=[CH:16][CH:17]=1)[NH:4][C:1](=[O:3])[CH3:2]. The catalyst is [Ni]. The reactants are [C:1]([NH:4][C:5]1[C:6]2[CH:17]=[CH:16][C:15]([C:18]([F:21])([F:20])[F:19])=[CH:14][C:7]=2S[C:9]=1[C:10]([O:12][CH3:13])=[O:11])(=[O:3])[CH3:2]. The yield is 0.926.